Dataset: Full USPTO retrosynthesis dataset with 1.9M reactions from patents (1976-2016). Task: Predict the reactants needed to synthesize the given product. (1) Given the product [Cl:1][C:2]1[C:7]([C:8]2[CH:13]=[CH:12][CH:11]=[C:10]([CH2:14][N:50]3[CH2:55][CH2:54][NH:53][CH2:52][CH2:51]3)[CH:9]=2)=[CH:6][C:5]([CH2:16][NH:17][C:18]([C:20]2[CH:25]=[CH:24][CH:23]=[C:22]([C:26]([NH:28][CH2:29][C:30]3[C:31]([NH:43][CH:44]4[CH2:49][CH2:48][O:47][CH2:46][CH2:45]4)=[C:32]4[CH:40]=[N:39][N:38]([CH2:41][CH3:42])[C:33]4=[N:34][C:35]=3[CH2:36][CH3:37])=[O:27])[CH:21]=2)=[O:19])=[CH:4][CH:3]=1, predict the reactants needed to synthesize it. The reactants are: [Cl:1][C:2]1[C:7]([C:8]2[CH:13]=[CH:12][CH:11]=[C:10]([CH:14]=O)[CH:9]=2)=[CH:6][C:5]([CH2:16][NH:17][C:18]([C:20]2[CH:25]=[CH:24][CH:23]=[C:22]([C:26]([NH:28][CH2:29][C:30]3[C:31]([NH:43][CH:44]4[CH2:49][CH2:48][O:47][CH2:46][CH2:45]4)=[C:32]4[CH:40]=[N:39][N:38]([CH2:41][CH3:42])[C:33]4=[N:34][C:35]=3[CH2:36][CH3:37])=[O:27])[CH:21]=2)=[O:19])=[CH:4][CH:3]=1.[N:50]1(C(OC(C)(C)C)=O)[CH2:55][CH2:54][NH:53][CH2:52][CH2:51]1.C(O)(=O)C.C(O[BH-](OC(=O)C)OC(=O)C)(=O)C.[Na+].C(O)(C(F)(F)F)=O. (2) Given the product [CH3:1][O:2][C:3](=[O:17])[C:4]1[CH:9]=[C:8]([N+:10]([O-:12])=[O:11])[C:7]([C:24]2[C:19]([F:18])=[N:20][CH:21]=[C:22]([CH3:39])[CH:23]=2)=[C:6]([N+:14]([O-:16])=[O:15])[CH:5]=1, predict the reactants needed to synthesize it. The reactants are: [CH3:1][O:2][C:3](=[O:17])[C:4]1[CH:9]=[C:8]([N+:10]([O-:12])=[O:11])[C:7](Cl)=[C:6]([N+:14]([O-:16])=[O:15])[CH:5]=1.[F:18][C:19]1[C:24](C2C([N+]([O-])=O)=CC(C#N)=CC=2[N+]([O-])=O)=[CH:23][C:22]([CH3:39])=[CH:21][N:20]=1.